Dataset: Full USPTO retrosynthesis dataset with 1.9M reactions from patents (1976-2016). Task: Predict the reactants needed to synthesize the given product. (1) Given the product [F:1][C:2]1[CH:3]=[C:4]([O:17][CH2:18][CH2:19][O:20][CH3:21])[C:5]([O:12][CH2:13][CH2:14][O:15][CH3:16])=[C:6]([CH2:7][OH:8])[CH:11]=1, predict the reactants needed to synthesize it. The reactants are: [F:1][C:2]1[CH:3]=[C:4]([O:17][CH2:18][CH2:19][O:20][CH3:21])[C:5]([O:12][CH2:13][CH2:14][O:15][CH3:16])=[C:6]([CH:11]=1)[C:7](OC)=[O:8].[H-].[Al+3].[Li+].[H-].[H-].[H-].O1CCCC1. (2) Given the product [Cl:50][C:51]1[CH:52]=[C:53]([CH:64]=[CH:65][C:66]=1[Cl:67])[C:54]([N:56]1[CH2:61][CH2:60][O:59][C@@H:58]([CH2:62][NH:63][C:14](=[O:16])[CH2:13][C:11]2[N:12]=[C:8]([C:5]3[CH:4]=[CH:3][C:2]([F:1])=[CH:7][CH:6]=3)[O:9][C:10]=2[CH3:17])[CH2:57]1)=[O:55], predict the reactants needed to synthesize it. The reactants are: [F:1][C:2]1[CH:7]=[CH:6][C:5]([C:8]2[O:9][C:10]([CH3:17])=[C:11]([CH2:13][C:14]([OH:16])=O)[N:12]=2)=[CH:4][CH:3]=1.ON1C2C=CC=CC=2N=N1.Cl.CN(C)CCCN=C=NCC.C(N(CC)C(C)C)(C)C.Cl.[Cl:50][C:51]1[CH:52]=[C:53]([CH:64]=[CH:65][C:66]=1[Cl:67])[C:54]([N:56]1[CH2:61][CH2:60][O:59][C@@H:58]([CH2:62][NH2:63])[CH2:57]1)=[O:55]. (3) The reactants are: B1C2CCCC1CCC2.[CH3:10][C:11]([CH3:21])([CH2:17][CH2:18][CH:19]=[CH2:20])[C:12]([O:14][CH2:15][CH3:16])=[O:13].[OH-:22].[Na+].OO. Given the product [CH3:21][C:11]([CH3:10])([CH2:17][CH2:18][CH2:19][CH2:20][OH:22])[C:12]([O:14][CH2:15][CH3:16])=[O:13], predict the reactants needed to synthesize it. (4) Given the product [OH:24][C@@H:19]1[CH2:20][CH2:21][CH2:22][CH2:23][C@H:18]1[NH:17][C:15]1[S:16][C:12]2[CH:11]=[C:10]([CH2:9][N:6]3[C:5]4[CH:27]=[CH:28][C:2]([C:34]#[N:35])=[CH:3][C:4]=4[N:8]=[CH:7]3)[CH:26]=[CH:25][C:13]=2[N:14]=1, predict the reactants needed to synthesize it. The reactants are: Br[C:2]1[CH:28]=[CH:27][C:5]2[N:6]([CH2:9][C:10]3[CH:26]=[CH:25][C:13]4[N:14]=[C:15]([NH:17][C@@H:18]5[CH2:23][CH2:22][CH2:21][CH2:20][C@H:19]5[OH:24])[S:16][C:12]=4[CH:11]=3)[CH:7]=[N:8][C:4]=2[CH:3]=1.BrC1C(OC)=CC2N=C[N:35](CC3C=CC4N=C(N[C@@H]5CCCC[C@H]5O)SC=4C=3)[C:34]=2C=1. (5) The reactants are: [F:8][C:7]([F:10])([F:9])[C:6](O[C:6](=[O:11])[C:7]([F:10])([F:9])[F:8])=[O:11].[NH:14]([C:16]1[CH:21]=[N:20][CH:19]=[CH:18][N:17]=1)[NH2:15]. Given the product [F:10][C:7]([F:8])([F:9])[C:6]([NH:15][NH:14][C:16]1[CH:21]=[N:20][CH:19]=[CH:18][N:17]=1)=[O:11], predict the reactants needed to synthesize it.